Task: Predict the product of the given reaction.. Dataset: Forward reaction prediction with 1.9M reactions from USPTO patents (1976-2016) (1) Given the reactants [CH:1]1([CH2:4][N:5]([CH2:28][CH:29]2[CH2:33][CH2:32][O:31][CH2:30]2)[C:6]2[C:7]([O:26][CH3:27])=[N:8][N:9]3[C:13]([C:14]4[C:21]([O:22][CH3:23])=[CH:20][C:17]([C:18]#[N:19])=[CH:16][C:15]=4[O:24][CH3:25])=[CH:12][S:11][C:10]=23)[CH2:3][CH2:2]1.[BrH:34], predict the reaction product. The product is: [BrH:34].[CH:1]1([CH2:4][N:5]([CH2:28][CH:29]2[CH2:33][CH2:32][O:31][CH2:30]2)[C:6]2[C:7]([O:26][CH3:27])=[N:8][N:9]3[C:13]([C:14]4[C:15]([O:24][CH3:25])=[CH:16][C:17]([C:18]#[N:19])=[CH:20][C:21]=4[O:22][CH3:23])=[CH:12][S:11][C:10]=23)[CH2:2][CH2:3]1. (2) Given the reactants [NH:1]1[CH:5]=[CH:4][CH:3]=[C:2]1[C:6]([OH:8])=O.C(Cl)(=O)C(Cl)=O.[CH3:15][NH2:16], predict the reaction product. The product is: [CH3:15][NH:16][C:6]([C:2]1[NH:1][CH:5]=[CH:4][CH:3]=1)=[O:8]. (3) The product is: [I:20][C:21]1[CH:26]=[C:25]([N:13]2[C:11]3=[N:12][C:7]([C:5]4[CH:4]=[N:3][N:2]([CH3:1])[CH:6]=4)=[CH:8][CH:9]=[C:10]3[C:15]([C:16]([O:18][CH3:19])=[O:17])=[N:14]2)[CH:24]=[CH:23][CH:22]=1. Given the reactants [CH3:1][N:2]1[CH:6]=[C:5]([C:7]2[N:12]=[C:11]3[NH:13][N:14]=[C:15]([C:16]([O:18][CH3:19])=[O:17])[C:10]3=[CH:9][CH:8]=2)[CH:4]=[N:3]1.[I:20][C:21]1[CH:22]=[C:23](B(O)O)[CH:24]=[CH:25][CH:26]=1, predict the reaction product. (4) Given the reactants [H-].[Na+].[NH2:3][C@@H:4]1[C:13]2[C:8](=[CH:9][CH:10]=[CH:11][CH:12]=2)[C@H:7]([OH:14])[CH2:6][CH2:5]1.F[C:16]1[CH:17]=[CH:18][C:19]2[N:20]([C:22]([C:25]([CH3:32])([N:27]3[CH2:31][CH2:30][CH2:29][CH2:28]3)[CH3:26])=[N:23][N:24]=2)[CH:21]=1, predict the reaction product. The product is: [CH3:32][C:25]([C:22]1[N:20]2[CH:21]=[C:16]([O:14][C@H:7]3[C:8]4[C:13](=[CH:12][CH:11]=[CH:10][CH:9]=4)[C@@H:4]([NH2:3])[CH2:5][CH2:6]3)[CH:17]=[CH:18][C:19]2=[N:24][N:23]=1)([N:27]1[CH2:28][CH2:29][CH2:30][CH2:31]1)[CH3:26]. (5) The product is: [CH:1]1([N:4]([CH:19]2[CH2:24][CH2:23][N:22]([C:26]3[C:31]([F:32])=[CH:30][C:29]([C:33]([F:36])([F:34])[F:35])=[CH:28][N:27]=3)[CH2:21][CH2:20]2)[C:5]([C:7]2[CH:12]=[N:11][C:10]([N:13]3[CH:17]=[CH:16][N:15]=[C:14]3[CH3:18])=[N:9][CH:8]=2)=[O:6])[CH2:3][CH2:2]1. Given the reactants [CH:1]1([N:4]([CH:19]2[CH2:24][CH2:23][NH:22][CH2:21][CH2:20]2)[C:5]([C:7]2[CH:8]=[N:9][C:10]([N:13]3[CH:17]=[CH:16][N:15]=[C:14]3[CH3:18])=[N:11][CH:12]=2)=[O:6])[CH2:3][CH2:2]1.F[C:26]1[C:31]([F:32])=[CH:30][C:29]([C:33]([F:36])([F:35])[F:34])=[CH:28][N:27]=1.C(N(C(C)C)C(C)C)C, predict the reaction product. (6) Given the reactants C(=O)([O-])[O-].[K+].[K+].[C:7]1([C:13]#[C:14][C:15]([O:17][CH3:18])=[O:16])[CH:12]=[CH:11][CH:10]=[CH:9][CH:8]=1.CO.[I-].[NH2:22][N+:23]1[CH:28]=[CH:27][CH:26]=[CH:25][CH:24]=1, predict the reaction product. The product is: [C:7]1([C:13]2[C:14]([C:15]([O:17][CH3:18])=[O:16])=[C:24]3[CH:25]=[CH:26][CH:27]=[CH:28][N:23]3[N:22]=2)[CH:12]=[CH:11][CH:10]=[CH:9][CH:8]=1. (7) The product is: [NH2:33][C@@H:13]([CH2:12][C:9]1[CH:8]=[CH:7][C:6]([O:5][C:1]([CH3:3])([CH3:2])[CH3:4])=[CH:11][CH:10]=1)[C:14]([N:15]([CH2:24][CH:25]([O:29][CH2:30][CH3:31])[O:26][CH2:27][CH3:28])[CH2:16][C:17]1[CH:22]=[CH:21][CH:20]=[C:19]([F:23])[N:18]=1)=[O:32]. Given the reactants [C:1]([O:5][C:6]1[CH:11]=[CH:10][C:9]([CH2:12][C@H:13]([NH:33]C(=O)OCC2C3C=CC=CC=3C3C2=CC=CC=3)[C:14](=[O:32])[N:15]([CH2:24][CH:25]([O:29][CH2:30][CH3:31])[O:26][CH2:27][CH3:28])[CH2:16][C:17]2[CH:22]=[CH:21][CH:20]=[C:19]([F:23])[N:18]=2)=[CH:8][CH:7]=1)([CH3:4])([CH3:3])[CH3:2].N1CCCCC1, predict the reaction product.